From a dataset of Catalyst prediction with 721,799 reactions and 888 catalyst types from USPTO. Predict which catalyst facilitates the given reaction. Reactant: [O:1]=[C:2]1[CH2:10][C:9]2[C:4](=[CH:5][CH:6]=[C:7]([C:11]([C:13]3[CH:14]=[C:15]([NH:19][C:20](=[O:22])[CH3:21])[CH:16]=[CH:17][CH:18]=3)=[O:12])[CH:8]=2)[NH:3]1.[CH:23](OCC)=[O:24].[O-]CC.[Na+].Cl. Product: [OH:24][CH:23]=[C:10]1[C:9]2[C:4](=[CH:5][CH:6]=[C:7]([C:11]([C:13]3[CH:14]=[C:15]([NH:19][C:20](=[O:22])[CH3:21])[CH:16]=[CH:17][CH:18]=3)=[O:12])[CH:8]=2)[NH:3][C:2]1=[O:1]. The catalyst class is: 8.